From a dataset of Full USPTO retrosynthesis dataset with 1.9M reactions from patents (1976-2016). Predict the reactants needed to synthesize the given product. (1) Given the product [C:1]([C:3]1([C:4]([O:6][CH2:7][CH3:8])=[O:5])[CH2:14][CH2:13][O:12][CH2:11][CH2:10]1)#[N:2], predict the reactants needed to synthesize it. The reactants are: [C:1]([CH2:3][C:4]([O:6][CH2:7][CH3:8])=[O:5])#[N:2].Cl[CH2:10][CH2:11][O:12][CH2:13][CH2:14]Cl.C(=O)([O-])[O-].[K+].[K+]. (2) Given the product [CH2:1]([N:8]1[C:9]2[CH:14]=[CH:13][CH:12]=[CH:11][C:10]=2[N:15]=[C:18]1[CH2:17][Cl:16])[C:2]1[CH:3]=[CH:4][CH:5]=[CH:6][CH:7]=1, predict the reactants needed to synthesize it. The reactants are: [CH2:1]([NH:8][C:9]1[C:10]([NH2:15])=[CH:11][CH:12]=[CH:13][CH:14]=1)[C:2]1[CH:7]=[CH:6][CH:5]=[CH:4][CH:3]=1.[Cl:16][CH2:17][C:18](O)=O. (3) Given the product [Br:1][C:2]1[CH:3]=[CH:4][C:5]([C:8]([CH3:14])([CH3:13])[C:9]([OH:11])=[O:10])=[CH:6][CH:7]=1, predict the reactants needed to synthesize it. The reactants are: [Br:1][C:2]1[CH:7]=[CH:6][C:5]([C:8]([CH3:14])([CH3:13])[C:9]([O:11]C)=[O:10])=[CH:4][CH:3]=1.[OH-].[Li+].O1CCOCC1.Cl. (4) Given the product [CH2:1]([O:3][C:4](=[O:14])[CH2:5][C:6]1[CH:11]=[CH:10][CH:9]=[C:8]([N:12]([C:17](=[O:18])[CH2:16][Cl:15])[CH3:13])[CH:7]=1)[CH3:2], predict the reactants needed to synthesize it. The reactants are: [CH2:1]([O:3][C:4](=[O:14])[CH2:5][C:6]1[CH:11]=[CH:10][CH:9]=[C:8]([NH:12][CH3:13])[CH:7]=1)[CH3:2].[Cl:15][CH2:16][C:17](Cl)=[O:18]. (5) Given the product [Cl:30][C:5]1[C:4]([CH3:13])=[C:3]([C:1]([OH:19])=[O:2])[NH:7][C:6]=1[C:8]([O:10][CH2:11][CH3:12])=[O:9], predict the reactants needed to synthesize it. The reactants are: [CH:1]([C:3]1[NH:7][C:6]([C:8]([O:10][CH2:11][CH3:12])=[O:9])=[CH:5][C:4]=1[CH3:13])=[O:2].CC(CC)=C.[OH2:19].P([O-])(O)(O)=O.[Na+].Cl([O-])=O.[Na+].[ClH:30]. (6) Given the product [C:1]([O:5][C:6]([N:8]1[CH2:13][CH2:12][CH:11]([NH:14][CH2:19][C:18]2[CH:21]=[CH:22][C:23]([N+:24]([O-:26])=[O:25])=[C:16]([F:15])[CH:17]=2)[CH2:10][CH2:9]1)=[O:7])([CH3:4])([CH3:2])[CH3:3], predict the reactants needed to synthesize it. The reactants are: [C:1]([O:5][C:6]([N:8]1[CH2:13][CH2:12][CH:11]([NH2:14])[CH2:10][CH2:9]1)=[O:7])([CH3:4])([CH3:3])[CH3:2].[F:15][C:16]1[CH:17]=[C:18]([CH:21]=[CH:22][C:23]=1[N+:24]([O-:26])=[O:25])[CH:19]=O.[BH4-].[Na+].C(O)(=O)C. (7) Given the product [CH2:33]([O:25][C:5]1[CH:4]=[CH:3][C:2]([Cl:1])=[CH:7][C:6]=1[CH2:8][N:9]1[CH:13]=[CH:12][C:11]([C:14]([NH:16][C:17]2[C:18]([F:24])=[CH:19][CH:20]=[CH:21][C:22]=2[F:23])=[O:15])=[N:10]1)[CH2:34][CH2:35][CH3:36], predict the reactants needed to synthesize it. The reactants are: [Cl:1][C:2]1[CH:3]=[CH:4][C:5]([OH:25])=[C:6]([CH2:8][N:9]2[CH:13]=[CH:12][C:11]([C:14]([NH:16][C:17]3[C:22]([F:23])=[CH:21][CH:20]=[CH:19][C:18]=3[F:24])=[O:15])=[N:10]2)[CH:7]=1.C(=O)([O-])[O-].[K+].[K+].Br[CH2:33][CH2:34][CH2:35][CH3:36].